This data is from Reaction yield outcomes from USPTO patents with 853,638 reactions. The task is: Predict the reaction yield, written as a fraction of the theoretical maximum amount of product (1.0 means a 100% yield; for example, 0.34 means a 34% yield). (1) The reactants are [CH2:1]([O:3][C:4]([CH:6]1[C:15]2[C:10](=[CH:11][C:12]([O:17][Si](C(C)(C)C)(C)C)=[C:13]([CH3:16])[CH:14]=2)[C:9]([CH3:26])([CH3:25])[CH2:8][CH2:7]1)=[O:5])[CH3:2].[F-].C([N+](CCCC)(CCCC)CCCC)CCC.O1CCCC1.C1C=CC(N([S:57]([C:60]([F:63])([F:62])[F:61])(=[O:59])=[O:58])[S:57]([C:60]([F:63])([F:62])[F:61])(=[O:59])=[O:58])=CC=1. The catalyst is CN(C)C1C=CN=CC=1.CCCCCC.C(OCC)(=O)C.O. The product is [CH2:1]([O:3][C:4]([CH:6]1[C:15]2[C:10](=[CH:11][C:12]([O:17][S:57]([C:60]([F:63])([F:62])[F:61])(=[O:59])=[O:58])=[C:13]([CH3:16])[CH:14]=2)[C:9]([CH3:26])([CH3:25])[CH2:8][CH2:7]1)=[O:5])[CH3:2]. The yield is 0.860. (2) The reactants are [Cl:1][C:2]1[CH:3]=[CH:4][C:5]([S:21][S:21][C:5]2[CH:4]=[CH:3][C:2]([Cl:1])=[CH:7][C:6]=2[NH:8][S:9]([C:12]2[O:13][C:14]3[CH:20]=[CH:19][CH:18]=[CH:17][C:15]=3[CH:16]=2)(=[O:11])=[O:10])=[C:6]([NH:8][S:9]([C:12]2[O:13][C:14]3[CH:20]=[CH:19][CH:18]=[CH:17][C:15]=3[CH:16]=2)(=[O:11])=[O:10])[CH:7]=1.Br[CH2:44][C:45]1[CH:49]=[CH:48][N:47]([C:50]([O:52][C:53]([CH3:56])([CH3:55])[CH3:54])=[O:51])[N:46]=1. No catalyst specified. The product is [O:13]1[C:14]2[CH:20]=[CH:19][CH:18]=[CH:17][C:15]=2[CH:16]=[C:12]1[S:9]([NH:8][C:6]1[CH:7]=[C:2]([Cl:1])[CH:3]=[CH:4][C:5]=1[S:21][CH2:44][C:45]1[CH:49]=[CH:48][N:47]([C:50]([O:52][C:53]([CH3:56])([CH3:55])[CH3:54])=[O:51])[N:46]=1)(=[O:11])=[O:10]. The yield is 0.360. (3) The reactants are [C:1]([C:5]1[CH:9]=[C:8]([NH2:10])[N:7]([C:11]2[CH:16]=[CH:15][C:14]([CH3:17])=[CH:13][CH:12]=2)[N:6]=1)([CH3:4])([CH3:3])[CH3:2].C1N=CN([C:23](N2C=NC=C2)=[O:24])C=1.[NH2:30][C:31]1[C:40]2[C:35](=[CH:36][CH:37]=[CH:38][CH:39]=2)[C:34]([O:41][CH2:42][C:43]2[CH:48]=[CH:47][N:46]=[C:45]([NH2:49])[N:44]=2)=[CH:33][CH:32]=1. The catalyst is C(Cl)Cl. The product is [NH2:49][C:45]1[N:44]=[C:43]([CH2:42][O:41][C:34]2[C:35]3[C:40](=[CH:39][CH:38]=[CH:37][CH:36]=3)[C:31]([NH:30][C:23]([NH:10][C:8]3[N:7]([C:11]4[CH:12]=[CH:13][C:14]([CH3:17])=[CH:15][CH:16]=4)[N:6]=[C:5]([C:1]([CH3:4])([CH3:3])[CH3:2])[CH:9]=3)=[O:24])=[CH:32][CH:33]=2)[CH:48]=[CH:47][N:46]=1. The yield is 0.380. (4) The reactants are CC1(C)C(C)(C)OB([C:9]2[CH:18]=[CH:17][CH:16]=[C:15]3[C:10]=2[CH2:11][CH2:12][N:13]([C:19]([O:21][C:22]([CH3:25])([CH3:24])[CH3:23])=[O:20])[CH2:14]3)O1.Br[C:28]1[S:32][C:31]([C:33]2[CH:34]=[CH:35][C:36]([O:41][CH:42]([CH3:44])[CH3:43])=[C:37]([CH:40]=2)[C:38]#[N:39])=[N:30][N:29]=1.C(=O)([O-])[O-].[Na+].[Na+]. The catalyst is COCCOC.O.Cl[Pd](Cl)([P](C1C=CC=CC=1)(C1C=CC=CC=1)C1C=CC=CC=1)[P](C1C=CC=CC=1)(C1C=CC=CC=1)C1C=CC=CC=1. The product is [C:38]([C:37]1[CH:40]=[C:33]([C:31]2[S:32][C:28]([C:9]3[CH:18]=[CH:17][CH:16]=[C:15]4[C:10]=3[CH2:11][CH2:12][N:13]([C:19]([O:21][C:22]([CH3:23])([CH3:24])[CH3:25])=[O:20])[CH2:14]4)=[N:29][N:30]=2)[CH:34]=[CH:35][C:36]=1[O:41][CH:42]([CH3:44])[CH3:43])#[N:39]. The yield is 0.220. (5) The reactants are [Br:1][C:2]1[CH:17]=[CH:16][C:5]2[O:6][C:7]3[CH:14]=[C:13]([Br:15])[CH:12]=[CH:11][C:8]=3[CH:9]=[CH:10][C:4]=2[CH:3]=1. The catalyst is CCOC(C)=O.[Pt]. The product is [Br:1][C:2]1[CH:17]=[CH:16][C:5]2[O:6][C:7]3[CH:14]=[C:13]([Br:15])[CH:12]=[CH:11][C:8]=3[CH2:9][CH2:10][C:4]=2[CH:3]=1. The yield is 0.810. (6) The reactants are [Cl:1][C:2]1[CH:3]=[CH:4][C:5]([NH:33][C:34](=[O:39])[C:35]([F:38])([F:37])[F:36])=[C:6]([CH:32]=1)[C:7]([N:9]([CH2:22][C:23]1[CH:28]=[CH:27][C:26]([CH:29]2[CH2:31][CH2:30]2)=[CH:25][CH:24]=1)[CH2:10][CH2:11][C:12]1[CH:17]=[CH:16][CH:15]=[C:14]([C:18]([F:21])([F:20])[F:19])[CH:13]=1)=[O:8].[CH3:40]N1C(=O)N(C)CCC1.[H-].[Na+].CI. The catalyst is CN(C=O)C.C(OCC)(=O)C. The product is [Cl:1][C:2]1[CH:3]=[CH:4][C:5]([N:33]([CH3:40])[C:34](=[O:39])[C:35]([F:36])([F:37])[F:38])=[C:6]([CH:32]=1)[C:7]([N:9]([CH2:22][C:23]1[CH:28]=[CH:27][C:26]([CH:29]2[CH2:30][CH2:31]2)=[CH:25][CH:24]=1)[CH2:10][CH2:11][C:12]1[CH:17]=[CH:16][CH:15]=[C:14]([C:18]([F:21])([F:20])[F:19])[CH:13]=1)=[O:8]. The yield is 0.700.